Dataset: Reaction yield outcomes from USPTO patents with 853,638 reactions. Task: Predict the reaction yield, written as a fraction of the theoretical maximum amount of product (1.0 means a 100% yield; for example, 0.34 means a 34% yield). (1) The reactants are Br[C:2]1[CH:3]=[N:4][N:5]2[CH:10]=[CH:9][C:8]([NH:11][CH2:12][CH2:13][N:14]([CH3:21])[C:15](=[O:20])[O:16][CH:17]([CH3:19])[CH3:18])=[N:7][C:6]=12.O.O.[CH3:24][O:25][C:26]1[CH:27]=[N:28][CH:29]=[CH:30][C:31]=1B(O)O.[O-]P([O-])([O-])=O.[K+].[K+].[K+].COCCOC. The catalyst is CCOC(C)=O.Cl[Pd](Cl)([P](C1C=CC=CC=1)(C1C=CC=CC=1)C1C=CC=CC=1)[P](C1C=CC=CC=1)(C1C=CC=CC=1)C1C=CC=CC=1.O. The product is [CH3:24][O:25][C:26]1[CH:27]=[N:28][CH:29]=[CH:30][C:31]=1[C:2]1[CH:3]=[N:4][N:5]2[CH:10]=[CH:9][C:8]([NH:11][CH2:12][CH2:13][N:14]([CH3:21])[C:15](=[O:20])[O:16][CH:17]([CH3:19])[CH3:18])=[N:7][C:6]=12. The yield is 0.770. (2) The reactants are Br[C:2]1[S:10][C:9]2[C:8](=[O:11])[NH:7][C:6]([CH3:13])([CH3:12])[N:5]([CH2:14][C:15]([N:17]3[CH2:22][CH2:21][O:20][CH2:19][CH2:18]3)=[O:16])[C:4]=2[CH:3]=1.C([O-])([O-])=O.[Na+].[Na+].COCCOC.CC1(C)C(C)(C)OB([C:43]2[CH:44]=[N:45][N:46](C(OC(C)(C)C)=O)[CH:47]=2)O1. The catalyst is O. The product is [CH3:12][C:6]1([CH3:13])[N:5]([CH2:14][C:15]([N:17]2[CH2:22][CH2:21][O:20][CH2:19][CH2:18]2)=[O:16])[C:4]2[CH:3]=[C:2]([C:43]3[CH:44]=[N:45][NH:46][CH:47]=3)[S:10][C:9]=2[C:8](=[O:11])[NH:7]1. The yield is 0.270. (3) The reactants are [CH3:1][CH:2]([O:4][C:5]1[CH:6]=[C:7]([O:19][C:20]2[CH:25]=[CH:24][C:23]([S:26]([CH3:29])(=[O:28])=[O:27])=[CH:22][CH:21]=2)[CH:8]=[C:9]2[C:13]=1[NH:12][C:11]([C:14]([O:16]CC)=[O:15])=[CH:10]2)[CH3:3]. The catalyst is O1CCCC1.C(O)C.[OH-].[Na+]. The product is [CH3:3][CH:2]([O:4][C:5]1[CH:6]=[C:7]([O:19][C:20]2[CH:25]=[CH:24][C:23]([S:26]([CH3:29])(=[O:27])=[O:28])=[CH:22][CH:21]=2)[CH:8]=[C:9]2[C:13]=1[NH:12][C:11]([C:14]([OH:16])=[O:15])=[CH:10]2)[CH3:1]. The yield is 1.00. (4) The reactants are [Cl:1][C:2]1[CH:3]=[C:4]([CH2:9][CH2:10][CH2:11][C:12]2[CH:17]=[CH:16][C:15]([NH2:18])=[CH:14][CH:13]=2)[CH:5]=[CH:6][C:7]=1[Cl:8].[CH3:19][O:20][C:21](=[O:29])[C:22]1[CH:27]=[CH:26][CH:25]=[CH:24][C:23]=1Br.C(=O)([O-])[O-].[Cs+].[Cs+]. The catalyst is C1(C)C=CC=CC=1.[Pd].C1(C)C=CC(P(C2C=CC3C(=CC=CC=3)C=2C2C3C(=CC=CC=3)C=CC=2)C2C=CC(C)=CC=2)=CC=1. The product is [CH3:19][O:20][C:21](=[O:29])[C:22]1[CH:27]=[CH:26][CH:25]=[CH:24][C:23]=1[NH:18][C:15]1[CH:14]=[CH:13][C:12]([CH2:11][CH2:10][CH2:9][C:4]2[CH:5]=[CH:6][C:7]([Cl:8])=[C:2]([Cl:1])[CH:3]=2)=[CH:17][CH:16]=1. The yield is 0.690. (5) The reactants are [F:1][C:2]1([F:30])[CH2:7][CH2:6][N:5]([C:8]([C:10]2[NH:11][C:12]3[C:17]([CH:18]=2)=[CH:16][C:15]([C:19]([N:21]2[CH2:26][CH2:25][N:24]([CH:27]([CH3:29])[CH3:28])[CH2:23][CH2:22]2)=[O:20])=[CH:14][CH:13]=3)=[O:9])[CH2:4][CH2:3]1.[C:31]([C:33]1[CH:38]=[CH:37][C:36](B(O)O)=[CH:35][CH:34]=1)#[N:32].N1C=CC=CC=1. The catalyst is ClCCl.C([O-])(=O)C.[Cu+2].C([O-])(=O)C. The product is [F:30][C:2]1([F:1])[CH2:7][CH2:6][N:5]([C:8]([C:10]2[N:11]([C:36]3[CH:37]=[CH:38][C:33]([C:31]#[N:32])=[CH:34][CH:35]=3)[C:12]3[C:17]([CH:18]=2)=[CH:16][C:15]([C:19]([N:21]2[CH2:22][CH2:23][N:24]([CH:27]([CH3:28])[CH3:29])[CH2:25][CH2:26]2)=[O:20])=[CH:14][CH:13]=3)=[O:9])[CH2:4][CH2:3]1. The yield is 0.520. (6) The reactants are [CH3:1][O:2][C:3]([C:5]1[C:9]([CH3:10])=[C:8]([C:11]2[CH:16]=[CH:15][CH:14]=[CH:13][C:12]=2[C:17]([F:20])([F:19])[F:18])[NH:7][CH:6]=1)=[O:4].[CH3:21][Si]([N-][Si](C)(C)C)(C)C.[Li+].IC. The catalyst is C1COCC1. The product is [CH3:1][O:2][C:3]([C:5]1[C:9]([CH3:10])=[C:8]([C:11]2[CH:16]=[CH:15][CH:14]=[CH:13][C:12]=2[C:17]([F:20])([F:19])[F:18])[N:7]([CH3:21])[CH:6]=1)=[O:4]. The yield is 0.920. (7) The reactants are C([O:3][C:4]([C:6]1([CH2:19][CH2:20][NH:21][C:22]2[CH:23]=[N:24][C:25]([Cl:28])=[N:26][CH:27]=2)[CH2:11][CH2:10][N:9]([C:12]([O:14][C:15]([CH3:18])([CH3:17])[CH3:16])=[O:13])[CH2:8][CH2:7]1)=O)C.CC(C)([O-])C.[K+]. The catalyst is O1CCCC1. The product is [C:15]([O:14][C:12]([N:9]1[CH2:10][CH2:11][C:6]2([C:4](=[O:3])[N:21]([C:22]3[CH:27]=[N:26][C:25]([Cl:28])=[N:24][CH:23]=3)[CH2:20][CH2:19]2)[CH2:7][CH2:8]1)=[O:13])([CH3:17])([CH3:18])[CH3:16]. The yield is 0.740.